This data is from Forward reaction prediction with 1.9M reactions from USPTO patents (1976-2016). The task is: Predict the product of the given reaction. (1) Given the reactants [S:1]1[C:5]2[CH:6]=[CH:7][C:8]([NH:10][C:11]3[C:20]4[C:15](=[CH:16][CH:17]=[C:18]([S:21][C:22]([CH3:28])([CH3:27])[C:23]([O:25]C)=[O:24])[CH:19]=4)[N:14]=[CH:13][CH:12]=3)=[CH:9][C:4]=2[N:3]=[CH:2]1.[Li+].[OH-], predict the reaction product. The product is: [S:1]1[C:5]2[CH:6]=[CH:7][C:8]([NH:10][C:11]3[C:20]4[C:15](=[CH:16][CH:17]=[C:18]([S:21][C:22]([CH3:28])([CH3:27])[C:23]([OH:25])=[O:24])[CH:19]=4)[N:14]=[CH:13][CH:12]=3)=[CH:9][C:4]=2[N:3]=[CH:2]1. (2) Given the reactants [C:1]([O:5][C:6]([N:8]1[C:12](/[CH:13]=[C:14]2\[CH2:15][N:16]([C:21]([C:34]3[CH:39]=[CH:38][CH:37]=[CH:36][CH:35]=3)([C:28]3[CH:33]=[CH:32][CH:31]=[CH:30][CH:29]=3)[C:22]3[CH:27]=[CH:26][CH:25]=[CH:24][CH:23]=3)[CH2:17][CH2:18][CH:19]\2O)=[CH:11][N:10]=[CH:9]1)=[O:7])([CH3:4])([CH3:3])[CH3:2].[C:40]([OH:43])(=[S:42])[CH3:41].C(OC(OCC(C)(C)C)N(C)C)C(C)(C)C.O, predict the reaction product. The product is: [C:40]([S:42][CH:19]1[CH2:18][CH2:17][N:16]([C:21]([C:28]2[CH:33]=[CH:32][CH:31]=[CH:30][CH:29]=2)([C:22]2[CH:27]=[CH:26][CH:25]=[CH:24][CH:23]=2)[C:34]2[CH:35]=[CH:36][CH:37]=[CH:38][CH:39]=2)[CH2:15]/[C:14]/1=[CH:13]\[C:12]1[N:8]([C:6]([O:5][C:1]([CH3:2])([CH3:3])[CH3:4])=[O:7])[CH:9]=[N:10][CH:11]=1)(=[O:43])[CH3:41]. (3) Given the reactants B(Br)(Br)Br.[Cl:5][C:6]1[CH:11]=[C:10]([C:12]2([C:22]3[CH:27]=[CH:26][CH:25]=[C:24]([O:28]C)[CH:23]=3)[C:20]3[C:15](=[CH:16][CH:17]=[CH:18][CH:19]=3)[C:14]([NH2:21])=[N:13]2)[CH:9]=[C:8]([Cl:30])[N:7]=1, predict the reaction product. The product is: [NH2:21][C:14]1[C:15]2[C:20](=[CH:19][CH:18]=[CH:17][CH:16]=2)[C:12]([C:22]2[CH:23]=[C:24]([OH:28])[CH:25]=[CH:26][CH:27]=2)([C:10]2[CH:11]=[C:6]([Cl:5])[N:7]=[C:8]([Cl:30])[CH:9]=2)[N:13]=1. (4) Given the reactants [O:1]=[C:2]1[C:6]([C:13]2[CH:18]=[CH:17][CH:16]=[CH:15][CH:14]=2)([C:7]2[CH:12]=[CH:11][CH:10]=[CH:9][CH:8]=2)[CH2:5][CH2:4][N:3]1[CH2:19][C:20](O)=[O:21].FC1C=CC(C2(C3C=CC(F)=CC=3)CCCN(CC(O)=O)C2=O)=CC=1.[F:48][C:49]1[CH:54]=[CH:53][C:52]([C:55]2([C:60]3[CH:65]=[CH:64][C:63]([F:66])=[CH:62][CH:61]=3)[CH2:59][CH2:58][NH:57][CH2:56]2)=[CH:51][CH:50]=1.C1(C2(C3C=CC=CC=3)CCNC2)C=CC=CC=1, predict the reaction product. The product is: [F:48][C:49]1[CH:54]=[CH:53][C:52]([C:55]2([C:60]3[CH:65]=[CH:64][C:63]([F:66])=[CH:62][CH:61]=3)[CH2:59][CH2:58][N:57]([C:20](=[O:21])[CH2:19][N:3]3[CH2:4][CH2:5][C:6]([C:7]4[CH:12]=[CH:11][CH:10]=[CH:9][CH:8]=4)([C:13]4[CH:18]=[CH:17][CH:16]=[CH:15][CH:14]=4)[C:2]3=[O:1])[CH2:56]2)=[CH:51][CH:50]=1.